From a dataset of Reaction yield outcomes from USPTO patents with 853,638 reactions. Predict the reaction yield, written as a fraction of the theoretical maximum amount of product (1.0 means a 100% yield; for example, 0.34 means a 34% yield). (1) The reactants are Cl[C:2]1[C:24]([N+:25]([O-:27])=[O:26])=[C:23]([Cl:28])[C:22]([F:29])=[CH:21][C:3]=1[C:4]([C:6](=[CH:12][NH:13][C@@H:14]([CH3:20])[CH2:15][O:16][C:17](=[O:19])[CH3:18])[C:7]([O:9][CH2:10][CH3:11])=[O:8])=[O:5].[O-]P([O-])([O-])=O.[K+].[K+].[K+]. The catalyst is C(#N)C. The product is [C:17]([O:16][CH2:15][C@@H:14]([N:13]1[C:2]2[C:3](=[CH:21][C:22]([F:29])=[C:23]([Cl:28])[C:24]=2[N+:25]([O-:27])=[O:26])[C:4](=[O:5])[C:6]([C:7]([O:9][CH2:10][CH3:11])=[O:8])=[CH:12]1)[CH3:20])(=[O:19])[CH3:18]. The yield is 0.937. (2) The reactants are Br[C:2]1[CH:26]=[CH:25][C:24]([C:27]([F:30])([F:29])[F:28])=[CH:23][C:3]=1[C:4](/[N:6]=[C:7]1/[N:8]([CH2:17][C@H:18]2[CH2:22][CH2:21][CH2:20][O:19]2)[N:9]([CH3:16])[C:10]([C:12]([CH3:15])([CH3:14])[CH3:13])=[CH:11]/1)=[O:5].[CH:31](B(OCCCC)OCCCC)=[CH2:32].[F-].[Cs+]. The catalyst is CO.COCCOC.C1C=CC([P]([Pd]([P](C2C=CC=CC=2)(C2C=CC=CC=2)C2C=CC=CC=2)([P](C2C=CC=CC=2)(C2C=CC=CC=2)C2C=CC=CC=2)[P](C2C=CC=CC=2)(C2C=CC=CC=2)C2C=CC=CC=2)(C2C=CC=CC=2)C2C=CC=CC=2)=CC=1. The product is [C:12]([C:10]1[N:9]([CH3:16])[N:8]([CH2:17][C@H:18]2[CH2:22][CH2:21][CH2:20][O:19]2)/[C:7](=[N:6]/[C:4](=[O:5])[C:3]2[CH:23]=[C:24]([C:27]([F:30])([F:29])[F:28])[CH:25]=[CH:26][C:2]=2[CH:31]=[CH2:32])/[CH:11]=1)([CH3:15])([CH3:14])[CH3:13]. The yield is 0.860. (3) The reactants are Br[C:2]1[CH:3]=[CH:4][C:5]([F:10])=[C:6]([CH:9]=1)[CH:7]=[O:8].[C:11]([Cu])#[N:12]. The catalyst is CN(C=O)C.Cl.O. The product is [C:11]([C:2]1[CH:3]=[CH:4][C:5]([F:10])=[C:6]([CH:9]=1)[CH:7]=[O:8])#[N:12]. The yield is 0.750. (4) The reactants are [CH2:1]([N:8]1[CH:12]=[C:11]([CH2:13][OH:14])[C:10]([O:15][CH2:16][C:17]2[CH:22]=[CH:21][C:20]([O:23][CH2:24][C:25]3[N:26]=[C:27]([C:31]4[O:32][CH:33]=[CH:34][CH:35]=4)[O:28][C:29]=3[CH3:30])=[C:19]([O:36][CH2:37][C:38]3[CH:43]=[CH:42][CH:41]=[CH:40][CH:39]=3)[CH:18]=2)=[N:9]1)[C:2]1[CH:7]=[CH:6][CH:5]=[CH:4][CH:3]=1. The catalyst is [O-2].[O-2].[Mn+4].O1CCCC1. The product is [CH2:1]([N:8]1[CH:12]=[C:11]([CH:13]=[O:14])[C:10]([O:15][CH2:16][C:17]2[CH:22]=[CH:21][C:20]([O:23][CH2:24][C:25]3[N:26]=[C:27]([C:31]4[O:32][CH:33]=[CH:34][CH:35]=4)[O:28][C:29]=3[CH3:30])=[C:19]([O:36][CH2:37][C:38]3[CH:39]=[CH:40][CH:41]=[CH:42][CH:43]=3)[CH:18]=2)=[N:9]1)[C:2]1[CH:7]=[CH:6][CH:5]=[CH:4][CH:3]=1. The yield is 0.860. (5) The reactants are [F:1][C:2]1[CH:3]=[C:4]([OH:11])[CH:5]=[CH:6][C:7]=1[N+:8]([O-])=O. The catalyst is C(OCC)(=O)C. The product is [NH2:8][C:7]1[CH:6]=[CH:5][C:4]([OH:11])=[CH:3][C:2]=1[F:1]. The yield is 0.970. (6) The reactants are [N:1]1[C:10]2[C:5](=[CH:6][CH:7]=[CH:8][CH:9]=2)[CH:4]=[CH:3][C:2]=1[N:11]1[CH2:14][CH:13]([C:15]2[C:16]([N:21]3[CH2:26][CH2:25][CH:24]([C:27](=[O:29])[CH3:28])[CH2:23][CH2:22]3)=[N:17][CH:18]=[CH:19][N:20]=2)[CH2:12]1.[BH4-].[Na+]. The catalyst is CO. The product is [N:1]1[C:10]2[C:5](=[CH:6][CH:7]=[CH:8][CH:9]=2)[CH:4]=[CH:3][C:2]=1[N:11]1[CH2:12][CH:13]([C:15]2[C:16]([N:21]3[CH2:26][CH2:25][CH:24]([CH:27]([OH:29])[CH3:28])[CH2:23][CH2:22]3)=[N:17][CH:18]=[CH:19][N:20]=2)[CH2:14]1. The yield is 0.780. (7) The reactants are [CH3:1][C:2]([CH3:62])([CH3:61])[C@H:3]([N:45]1[CH2:49][CH2:48][N:47]([CH2:50][C:51]2[CH:56]=[CH:55][C:54]([N+:57]([O-])=O)=[CH:53][CH:52]=2)[C:46]1=[O:60])[C:4]([NH:6][C@@H:7]([CH2:38][C:39]1[CH:44]=[CH:43][CH:42]=[CH:41][CH:40]=1)[C@@H:8]([OH:37])[CH2:9][C@@H:10]([NH:24][C:25]([C@@H:27]([NH:32][C:33](=[O:36])[O:34][CH3:35])[C:28]([CH3:31])([CH3:30])[CH3:29])=[O:26])[CH2:11][C:12]1[CH:17]=[CH:16][C:15]([C:18]2[CH:23]=[CH:22][CH:21]=[CH:20][N:19]=2)=[CH:14][CH:13]=1)=[O:5]. The catalyst is C(O)C.[Pd]. The product is [NH2:57][C:54]1[CH:55]=[CH:56][C:51]([CH2:50][N:47]2[CH2:48][CH2:49][N:45]([C@@H:3]([C:2]([CH3:62])([CH3:61])[CH3:1])[C:4]([NH:6][C@@H:7]([CH2:38][C:39]3[CH:44]=[CH:43][CH:42]=[CH:41][CH:40]=3)[C@@H:8]([OH:37])[CH2:9][C@@H:10]([NH:24][C:25]([C@@H:27]([NH:32][C:33](=[O:36])[O:34][CH3:35])[C:28]([CH3:30])([CH3:29])[CH3:31])=[O:26])[CH2:11][C:12]3[CH:17]=[CH:16][C:15]([C:18]4[CH:23]=[CH:22][CH:21]=[CH:20][N:19]=4)=[CH:14][CH:13]=3)=[O:5])[C:46]2=[O:60])=[CH:52][CH:53]=1. The yield is 0.390.